This data is from Reaction yield outcomes from USPTO patents with 853,638 reactions. The task is: Predict the reaction yield, written as a fraction of the theoretical maximum amount of product (1.0 means a 100% yield; for example, 0.34 means a 34% yield). (1) The reactants are [Cl:1][C:2]1[C:10]([O:11][CH2:12][CH2:13][CH2:14][O:15][Si:16]([C:19]([CH3:22])([CH3:21])[CH3:20])([CH3:18])[CH3:17])=[CH:9][C:8]([C:23]2[N:24]([C:34]([O:36][C:37]([CH3:40])([CH3:39])[CH3:38])=[O:35])[C:25]3[C:30]([CH:31]=2)=[CH:29][C:28]([CH:32]=O)=[CH:27][CH:26]=3)=[C:7]2[C:3]=1[CH2:4][NH:5][C:6]2=[O:41].[NH:42]1[CH2:46][CH2:45][CH2:44][CH2:43]1.C(O)(=O)C.C(O[BH-](OC(=O)C)OC(=O)C)(=O)C.[Na+]. The catalyst is C(#N)C. The product is [Cl:1][C:2]1[C:10]([O:11][CH2:12][CH2:13][CH2:14][O:15][Si:16]([C:19]([CH3:21])([CH3:20])[CH3:22])([CH3:17])[CH3:18])=[CH:9][C:8]([C:23]2[N:24]([C:34]([O:36][C:37]([CH3:38])([CH3:40])[CH3:39])=[O:35])[C:25]3[C:30]([CH:31]=2)=[CH:29][C:28]([CH2:32][N:42]2[CH2:46][CH2:45][CH2:44][CH2:43]2)=[CH:27][CH:26]=3)=[C:7]2[C:3]=1[CH2:4][NH:5][C:6]2=[O:41]. The yield is 0.660. (2) The reactants are [Br:1][C:2]1[CH:3]=[N:4][N:5]([CH3:25])[C:6]=1[C:7]1[CH:12]=[C:11]([N+:13]([O-])=O)[CH:10]=[CH:9][C:8]=1[O:16][CH2:17][CH2:18][C:19]1[CH:24]=[CH:23][CH:22]=[CH:21][CH:20]=1.O.O.Cl[Sn]Cl. The catalyst is CCO. The product is [Br:1][C:2]1[CH:3]=[N:4][N:5]([CH3:25])[C:6]=1[C:7]1[CH:12]=[C:11]([NH2:13])[CH:10]=[CH:9][C:8]=1[O:16][CH2:17][CH2:18][C:19]1[CH:20]=[CH:21][CH:22]=[CH:23][CH:24]=1.[NH2:13][C:11]1[CH:12]=[CH:7][CH:8]=[CH:9][CH:10]=1. The yield is 0.800. (3) The reactants are [Cl:1][C:2]1[C:3]([F:11])=[N:4][C:5]([F:10])=[C:6]([F:9])[C:7]=1F.[Na].[CH2:13]([OH:18])[C:14]([F:17])([F:16])[F:15].[H-].[Na+]. The catalyst is C1COCC1. The product is [Cl:1][C:2]1[C:3]([F:11])=[N:4][C:5]([F:10])=[C:6]([F:9])[C:7]=1[O:18][CH2:13][C:14]([F:17])([F:16])[F:15]. The yield is 0.630.